This data is from Reaction yield outcomes from USPTO patents with 853,638 reactions. The task is: Predict the reaction yield, written as a fraction of the theoretical maximum amount of product (1.0 means a 100% yield; for example, 0.34 means a 34% yield). (1) The reactants are Br[C:2]1[CH:3]=[C:4]2[C:9](=[CH:10][CH:11]=1)[CH:8]=[N:7][CH:6]=[CH:5]2.BrC1C=CC(C=O)=CC=1.[C:21]([N:28]1[CH2:33][CH2:32][NH:31][CH2:30][CH2:29]1)([O:23][C:24]([CH3:27])([CH3:26])[CH3:25])=[O:22].[O-]P([O-])([O-])=O.[K+].[K+].[K+].C1(P(C2CCCCC2)C2C=CC=CC=2C2C=CC=CC=2N(C)C)CCCCC1. The catalyst is COCCOC.C1C=CC(/C=C/C(/C=C/C2C=CC=CC=2)=O)=CC=1.C1C=CC(/C=C/C(/C=C/C2C=CC=CC=2)=O)=CC=1.C1C=CC(/C=C/C(/C=C/C2C=CC=CC=2)=O)=CC=1.[Pd].[Pd]. The product is [C:24]([O:23][C:21]([N:28]1[CH2:33][CH2:32][N:31]([C:2]2[CH:3]=[C:4]3[C:9](=[CH:10][CH:11]=2)[CH:8]=[N:7][CH:6]=[CH:5]3)[CH2:30][CH2:29]1)=[O:22])([CH3:27])([CH3:25])[CH3:26]. The yield is 0.700. (2) The reactants are [Cl:1][C:2]1[C:3]([F:29])=[C:4]([C@:8]([C@@H:16]2[O:21][CH2:20][CH2:19][N:18](C(OC(C)(C)C)=O)[CH2:17]2)([OH:15])[CH2:9][CH2:10][CH2:11][CH2:12][O:13][CH3:14])[CH:5]=[CH:6][CH:7]=1.[OH-].[Na+]. The catalyst is CC#N.Cl. The product is [Cl:1][C:2]1[C:3]([F:29])=[C:4]([C@:8]([C@@H:16]2[O:21][CH2:20][CH2:19][NH:18][CH2:17]2)([OH:15])[CH2:9][CH2:10][CH2:11][CH2:12][O:13][CH3:14])[CH:5]=[CH:6][CH:7]=1. The yield is 0.930. (3) The reactants are [Cl:1][C:2]1[CH:7]=[CH:6][C:5]([C:8]2[C:13]([CH:14]=[O:15])=[C:12]([CH3:16])[N:11]=[CH:10][CH:9]=2)=[C:4]([F:17])[CH:3]=1.[BH4-].[Na+]. The catalyst is CO. The product is [Cl:1][C:2]1[CH:7]=[CH:6][C:5]([C:8]2[CH:9]=[CH:10][N:11]=[C:12]([CH3:16])[C:13]=2[CH2:14][OH:15])=[C:4]([F:17])[CH:3]=1. The yield is 0.890.